From a dataset of Catalyst prediction with 721,799 reactions and 888 catalyst types from USPTO. Predict which catalyst facilitates the given reaction. (1) Reactant: C1(COC(=O)[NH:10][CH2:11][C@H:12]2[C@H:16]([OH:17])[CH2:15][N:14]([CH2:18][CH2:19][C:20]3[C:29]4[C:24](=[CH:25][CH:26]=[C:27]([O:30][CH3:31])[N:28]=4)[N:23]=[CH:22][C:21]=3[F:32])[CH2:13]2)C=CC=CC=1. Product: [NH2:10][CH2:11][C@@H:12]1[CH2:13][N:14]([CH2:18][CH2:19][C:20]2[C:29]3[C:24](=[CH:25][CH:26]=[C:27]([O:30][CH3:31])[N:28]=3)[N:23]=[CH:22][C:21]=2[F:32])[CH2:15][C@H:16]1[OH:17]. The catalyst class is: 105. (2) Product: [Br:1][C:2]1[C:3]([O:13][CH3:14])=[C:4]([NH2:10])[CH:5]=[C:6]([O:8][CH3:9])[CH:7]=1. Reactant: [Br:1][C:2]1[CH:7]=[C:6]([O:8][CH3:9])[CH:5]=[C:4]([N+:10]([O-])=O)[C:3]=1[O:13][CH3:14].CC(O)=O. The catalyst class is: 693. (3) Reactant: [CH3:1][Si:2]([CH3:51])([CH3:50])[CH2:3][CH2:4][O:5][CH2:6][N:7]([CH2:42][O:43][CH2:44][CH2:45][Si:46]([CH3:49])([CH3:48])[CH3:47])[C:8]1[N:13]2[N:14]=[CH:15][C:16]([C:17]3[CH:18]=[N:19][C:20]4[C:25]([CH:26]=3)=[CH:24][CH:23]=[CH:22][CH:21]=4)=[C:12]2[N:11]=[C:10]([CH2:27][N:28]([CH:36]2[CH2:41][CH2:40][O:39][CH2:38][CH2:37]2)[C:29](=[O:35])[O:30][C:31]([CH3:34])([CH3:33])[CH3:32])[CH:9]=1.[Br:52]N1C(=O)CCC1=O. Product: [CH3:49][Si:46]([CH3:48])([CH3:47])[CH2:45][CH2:44][O:43][CH2:42][N:7]([CH2:6][O:5][CH2:4][CH2:3][Si:2]([CH3:1])([CH3:50])[CH3:51])[C:8]1[N:13]2[N:14]=[CH:15][C:16]([C:17]3[CH:18]=[N:19][C:20]4[C:25]([CH:26]=3)=[CH:24][CH:23]=[CH:22][CH:21]=4)=[C:12]2[N:11]=[C:10]([CH2:27][N:28]([CH:36]2[CH2:41][CH2:40][O:39][CH2:38][CH2:37]2)[C:29](=[O:35])[O:30][C:31]([CH3:34])([CH3:33])[CH3:32])[C:9]=1[Br:52]. The catalyst class is: 23. (4) Product: [N:7]1([CH2:12][CH2:13][CH2:14][O:15][C:16]2[CH:21]=[CH:20][C:19]([C:22]3([CH2:28][OH:29])[CH2:23][CH2:24][O:25][CH2:26][CH2:27]3)=[CH:18][CH:17]=2)[CH2:11][CH2:10][CH2:9][CH2:8]1. Reactant: [H-].[Al+3].[Li+].[H-].[H-].[H-].[N:7]1([CH2:12][CH2:13][CH2:14][O:15][C:16]2[CH:21]=[CH:20][C:19]([C:22]3([C:28](OC)=[O:29])[CH2:27][CH2:26][O:25][CH2:24][CH2:23]3)=[CH:18][CH:17]=2)[CH2:11][CH2:10][CH2:9][CH2:8]1.O. The catalyst class is: 7.